From a dataset of Experimentally validated miRNA-target interactions with 360,000+ pairs, plus equal number of negative samples. Binary Classification. Given a miRNA mature sequence and a target amino acid sequence, predict their likelihood of interaction. (1) The miRNA is mmu-miR-202-5p with sequence UUCCUAUGCAUAUACUUCUUU. The protein sequence of the target gene is MQGTVAFEDVAVNFSQEEWSLLSEVQRCLYHDVMLENWVLISSLGCWCGSEDEEAPSKKSISIQRVSQVSTPGAGVSPKKAHSCEMCGAILGDILHLADHQGTHHKQKLHRCEAWGNKLYDSSNRPHQNQYLGEKPYRSSVEEALFVKRCKFHVSEESSIFIQSGKDFLPSSGLLLQEATHTGEKSNSKPECESPFQWGDTHYSCGECMKHSSTKHVFVQQQRLPSREECYCWECGKSFSKYDSVSNHQRVHTGKRPYECGECGKSFSHKGSLVQHQRVHTGKRPYECGECGKSFSHKGS.... Result: 0 (no interaction). (2) The protein sequence of the target gene is METSVSEIQVETKDEKGPVAASPQKERQERKTATLCFKRRKKANKTKPKAGSRTAEETKKHTPEAGGSGQRQPAGAWASIKGLVTHRKRSEPAKKQKPPEAEVQPEDGALPKKKAKSRLKFPCLRFSRGAKRSRHSKLTEDSGYVRVQGEADDLEIKAQTQPDDQAIQAGSTQGLQEGVLVRDGKKSQESHISNSVTSGENVIAIELELENKSSAIQMGTPELEKETKVITEKPSVQTQRASLLESSAAGSPRSVTSAAPPSPATTHQHSLEEPSNGIRESAPSGKDDRRKTAAEEKKSG.... The miRNA is mmu-miR-1843b-5p with sequence AUGGAGGUCUCUGUCUGACUU. Result: 1 (interaction). (3) The miRNA is hsa-miR-761 with sequence GCAGCAGGGUGAAACUGACACA. The protein sequence of the target gene is MESLLRFLALLLLRGAVAEGPAKKVLTLEGDLVLGGLFPVHQKGGPAEECGPVNEHRGIQRLEAMLFALDRINRDPHLLPGVRLGAHILDSCSKDTHALEQALDFVRASLSRGADGSRHICPDGSYATLSDAPTAITGVIGGSYSDVSIQVANLLRLFQIPQISYASTSAKLSDKSRYDYFARTVPPDFFQAKAMAEILRFFNWTYVSTVASEGDYGETGIEAFELEARARNICVATSEKVGRAMSRAAFEGVVRALLQKPSARVAVLFTRSEDARELLAATQRLNASFTWVASDGWGAL.... Result: 0 (no interaction). (4) The miRNA is hsa-miR-30d-5p with sequence UGUAAACAUCCCCGACUGGAAG. The protein sequence of the target gene is MVQQRGARAKRDGGPPPPGPGPAEEGAREPGWCKTPSGHIKRPMNAFMVWSQHERRKIMDQWPDMHNAEISKRLGRRWQLLQDSEKIPFVREAERLRLKHMADYPDYKYRPRKKSKGAPAKARPRPPGGSGGGSRLKPGPQLPGRGGRRAAGGPLGGGAAAPEDDDEDDDEELLEVRLVETPGRELWRMVPAGRAARGQAERAQGPSGEGAAAAAAASPTPSEDEEPEEEEEEAAAAEEGEEETVASGEESLGFLSRLPPGPAGLDCSALDRDPDLQPPSGTSHFEFPDYCTPEVTEMIA.... Result: 1 (interaction). (5) The miRNA is hsa-miR-4463 with sequence GAGACUGGGGUGGGGCC. The protein sequence of the target gene is MATDDSIIVLDDDDEDEAAAQPGPSNLPPNPASTGPGPGLSQQATGLSEPRVDGGSSNSGSRKCYKLDNEKLFEEFLELCKTETSDHPEVVPFLHKLQQRAQSVFLASAEFCNILSRVLARSRKRPAKIYVYINELCTVLKAHSIKKKLNLAPAASTTSEASGPNPPTEPPSDLTNTENTASEASRTRGSRRQIQRLEQLLALYVAEIRRLQEKELDLSELDDPDSSYLQEARLKRKLIRLFGRLCELKDCSSLTGRVIEQRIPYRGTRYPEVNRRIERLINKPGLDTFPDYGDVLRAVE.... Result: 0 (no interaction).